Task: Predict the reaction yield, written as a fraction of the theoretical maximum amount of product (1.0 means a 100% yield; for example, 0.34 means a 34% yield).. Dataset: Reaction yield outcomes from USPTO patents with 853,638 reactions (1) The reactants are [Br:1][C:2]1[N:3]=[C:4]([NH:16][C:17]2[CH:22]=[C:21]([Cl:23])[CH:20]=[C:19]([Cl:24])[CH:18]=2)[N:5](CC2C=CC(OC)=CC=2)[N:6]=1.C(O)(C(F)(F)F)=O. No catalyst specified. The product is [Br:1][C:2]1[NH:6][N:5]=[C:4]([NH:16][C:17]2[CH:18]=[C:19]([Cl:24])[CH:20]=[C:21]([Cl:23])[CH:22]=2)[N:3]=1. The yield is 0.840. (2) The reactants are Br[C:2]1[N:3]=[C:4]2[C:10]([C:11](=[O:16])[C:12]([CH3:15])([CH3:14])[CH3:13])=[CH:9][NH:8][C:5]2=[N:6][CH:7]=1.[CH2:17]([C:19]1[CH:20]=[C:21](B(O)O)[CH:22]=[CH:23][CH:24]=1)[CH3:18].C([O-])([O-])=O.[K+].[K+].O1CCOCC1. The catalyst is C1C=CC(P(C2C=CC=CC=2)[C-]2C=CC=C2)=CC=1.C1C=CC(P(C2C=CC=CC=2)[C-]2C=CC=C2)=CC=1.Cl[Pd]Cl.[Fe+2].O. The yield is 0.500. The product is [CH2:17]([C:19]1[CH:24]=[C:23]([C:2]2[N:3]=[C:4]3[C:10]([C:11](=[O:16])[C:12]([CH3:15])([CH3:14])[CH3:13])=[CH:9][NH:8][C:5]3=[N:6][CH:7]=2)[CH:22]=[CH:21][CH:20]=1)[CH3:18]. (3) The reactants are [N:1]1[CH:6]=[CH:5][N:4]=[C:3]2[S:7][C:8]([CH2:10]O)=[CH:9][C:2]=12.P(Br)(Br)[Br:13].O.[OH-].[Na+]. The catalyst is C(Cl)Cl.C1COCC1. The product is [Br:13][CH2:10][C:8]1[S:7][C:3]2[C:2](=[N:1][CH:6]=[CH:5][N:4]=2)[CH:9]=1. The yield is 0.630. (4) The reactants are [NH2:1][CH:2]1[CH2:7][CH2:6][CH:5]([C:8]([OH:10])=[O:9])[CH2:4][CH2:3]1.S(Cl)(Cl)=O.[CH2:15](O)[CH3:16]. No catalyst specified. The product is [NH2:1][CH:2]1[CH2:7][CH2:6][CH:5]([C:8]([O:10][CH2:15][CH3:16])=[O:9])[CH2:4][CH2:3]1. The yield is 1.00.